This data is from Catalyst prediction with 721,799 reactions and 888 catalyst types from USPTO. The task is: Predict which catalyst facilitates the given reaction. (1) Reactant: [O-:1]Cl.[Na+].[Cl:4][C:5]1[N:6]=[C:7]2[N:11]([C:12]=1[CH:13]=[O:14])[CH:10]=[CH:9][S:8]2. Product: [Cl:4][C:5]1[N:6]=[C:7]2[N:11]([C:12]=1[C:13]([OH:1])=[O:14])[CH:10]=[CH:9][S:8]2. The catalyst class is: 878. (2) Reactant: [OH:1][CH2:2][C:3]([N:5]1[C:9]([CH:10]2[CH2:15][CH2:14][NH:13][CH2:12][CH2:11]2)=[C:8]([C:16]2[CH:21]=[CH:20][N:19]=[CH:18][N:17]=2)[C:7]([C:22]2[CH:27]=[CH:26][C:25]([Cl:28])=[CH:24][CH:23]=2)=[N:6]1)=[O:4].Cl. Product: [ClH:28].[OH:1][CH2:2][C:3]([N:5]1[C:9]([CH:10]2[CH2:15][CH2:14][NH:13][CH2:12][CH2:11]2)=[C:8]([C:16]2[CH:21]=[CH:20][N:19]=[CH:18][N:17]=2)[C:7]([C:22]2[CH:23]=[CH:24][C:25]([Cl:28])=[CH:26][CH:27]=2)=[N:6]1)=[O:4]. The catalyst class is: 440.